The task is: Predict the product of the given reaction.. This data is from Forward reaction prediction with 1.9M reactions from USPTO patents (1976-2016). (1) Given the reactants [CH2:1]([O:5][P:6]([O:13][CH2:14][CH2:15][CH2:16][CH3:17])([O:8][CH2:9][CH2:10][CH2:11][CH3:12])=[O:7])[CH2:2][CH2:3][CH3:4].[CH3:18][N:19]1[CH:23]=[CH:22][N:21]=[CH:20]1, predict the reaction product. The product is: [CH2:9]([O:8][P:6]([O-:13])([O:5][CH2:1][CH2:2][CH2:3][CH3:4])=[O:7])[CH2:10][CH2:11][CH3:12].[CH3:18][N+:19]1([CH2:14][CH2:15][CH2:16][CH3:17])[CH:23]=[CH:22][N:21]=[CH:20]1. (2) Given the reactants N1C2C(=CC=C3C=2N=CC=C3)C=CC=1.N#N.[Br:17][C:18]1[CH:30]=[CH:29][C:28]2[C:27]3[C:22](=[CH:23][C:24]([Br:31])=[CH:25][CH:26]=3)[NH:21][C:20]=2[CH:19]=1.I[C:33]1[CH:38]=[CH:37][C:36]([C:39]([CH3:42])([CH3:41])[CH3:40])=[CH:35][CH:34]=1, predict the reaction product. The product is: [C:39]([C:36]1[CH:37]=[CH:38][C:33]([N:21]2[C:22]3[CH:23]=[C:24]([Br:31])[CH:25]=[CH:26][C:27]=3[C:28]3[C:20]2=[CH:19][C:18]([Br:17])=[CH:30][CH:29]=3)=[CH:34][CH:35]=1)([CH3:42])([CH3:41])[CH3:40]. (3) Given the reactants [Cl:1][C:2]1[CH:3]=[C:4]([C:8]2[N:9]=[C:10]([NH:16][C:17]3[CH:22]=[C:21]([CH:23]=O)[CH:20]=[CH:19][C:18]=3[N+:25]([O-:27])=[O:26])[S:11][C:12]=2[C:13]([NH2:15])=[O:14])[CH:5]=[CH:6][CH:7]=1.[C:28]([O:32][C:33](=[O:41])[NH:34][CH:35]1[CH2:40][CH2:39][NH:38][CH2:37][CH2:36]1)([CH3:31])([CH3:30])[CH3:29].C([BH3-])#N.[Na+], predict the reaction product. The product is: [C:28]([O:32][C:33](=[O:41])[NH:34][CH:35]1[CH2:40][CH2:39][N:38]([CH2:23][C:21]2[CH:20]=[CH:19][C:18]([N+:25]([O-:27])=[O:26])=[C:17]([NH:16][C:10]3[S:11][C:12]([C:13](=[O:14])[NH2:15])=[C:8]([C:4]4[CH:5]=[CH:6][CH:7]=[C:2]([Cl:1])[CH:3]=4)[N:9]=3)[CH:22]=2)[CH2:37][CH2:36]1)([CH3:31])([CH3:29])[CH3:30]. (4) Given the reactants [CH:1]([C:3]1[CH:4]=[CH:5][C:6]2[O:12][CH2:11][CH2:10][N:9]([C:13]([O:15][C:16]([CH3:19])([CH3:18])[CH3:17])=[O:14])[CH2:8][C:7]=2[CH:20]=1)=[O:2].C1C[O:24]CC1.CC(=CC)C.[O-]Cl=O.[Na+], predict the reaction product. The product is: [C:16]([O:15][C:13]([N:9]1[CH2:8][C:7]2[CH:20]=[C:3]([C:1]([OH:24])=[O:2])[CH:4]=[CH:5][C:6]=2[O:12][CH2:11][CH2:10]1)=[O:14])([CH3:17])([CH3:19])[CH3:18]. (5) Given the reactants [N:1]1([C@@H:6]2[CH2:10][CH2:9][N:8]([C:11]3[CH:16]=[CH:15][C:14]([N:17]4[CH:26]=[CH:25][C:24]5[C:19](=[CH:20][CH:21]=[C:22]([C:27]#[C:28][CH2:29][CH2:30][CH3:31])[CH:23]=5)[C:18]4=[O:32])=[CH:13][C:12]=3[F:33])[CH2:7]2)[CH2:5][CH2:4][CH2:3][CH2:2]1.N1C2C(=CC=CC=2)C=CC=1, predict the reaction product. The product is: [N:1]1([C@@H:6]2[CH2:10][CH2:9][N:8]([C:11]3[CH:16]=[CH:15][C:14]([N:17]4[CH:26]=[CH:25][C:24]5[C:19](=[CH:20][CH:21]=[C:22](/[CH:27]=[CH:28]\[CH2:29][CH2:30][CH3:31])[CH:23]=5)[C:18]4=[O:32])=[CH:13][C:12]=3[F:33])[CH2:7]2)[CH2:2][CH2:3][CH2:4][CH2:5]1. (6) Given the reactants [CH3:1]O.S(=O)(=O)(O)O.[OH:8][C:9]1[CH:10]=[C:11]2[C:16](=[CH:17][CH:18]=1)[CH:15]=[C:14]([CH:19]([CH3:23])[C:20]([OH:22])=[O:21])[CH:13]=[CH:12]2, predict the reaction product. The product is: [CH3:1][O:21][C:20](=[O:22])[CH:19]([C:14]1[CH:13]=[CH:12][C:11]2[C:16](=[CH:17][CH:18]=[C:9]([OH:8])[CH:10]=2)[CH:15]=1)[CH3:23].